From a dataset of Full USPTO retrosynthesis dataset with 1.9M reactions from patents (1976-2016). Predict the reactants needed to synthesize the given product. (1) Given the product [C:69]([O:73][C:74](=[O:84])[N:75]([C:4]1[CH:9]=[CH:8][CH:7]=[C:6]([NH:10][C:11](=[O:38])[CH2:12][N:13]2[N:19]=[C:18]([CH:17]3[CH2:16][CH2:29][CH2:28][CH2:27][CH2:26]3)[C:20]3[CH:21]=[CH:22][CH:23]=[CH:24][C:25]=3[N:15]([CH2:30][C:31](=[O:36])[C:32]([CH3:34])([CH3:35])[CH3:33])[C:14]2=[O:37])[CH:5]=1)[CH3:76])([CH3:72])([CH3:71])[CH3:70], predict the reactants needed to synthesize it. The reactants are: COC(=O)[C:4]1[CH:9]=[CH:8][CH:7]=[C:6]([NH:10][C:11](=[O:38])[CH2:12][N:13]2[N:19]=[C:18]([CH:20]3[CH2:25][CH2:24][CH2:23][CH2:22][CH2:21]3)[C:17]3[CH:26]=[CH:27][CH:28]=[CH:29][C:16]=3[N:15]([CH2:30][C:31](=[O:36])[C:32]([CH3:35])([CH3:34])[CH3:33])[C:14]2=[O:37])[CH:5]=1.CC(C)(C)C(=O)CN1C2C=CC=CC=2C(C2C=CC=CN=2)=NN(CC(O)=O)C1=O.[C:69]([O:73][C:74](=[O:84])[N:75](C1C=CC=C(N)C=1)[CH3:76])([CH3:72])([CH3:71])[CH3:70].C1(C2C3C=CC=CC=3N(CC(=O)C(C)(C)C)C(=O)N(CC(O)=O)N=2)CCCCC1.COC(=O)C1C=CC=C(N)C=1. (2) Given the product [F:9][C:6]1[N:7]=[CH:8][C:3]([CH2:2][N:10]2[CH2:15][CH2:14][O:13][CH2:12][CH2:11]2)=[CH:4][CH:5]=1, predict the reactants needed to synthesize it. The reactants are: Br[CH2:2][C:3]1[CH:4]=[CH:5][C:6]([F:9])=[N:7][CH:8]=1.[NH:10]1[CH2:15][CH2:14][O:13][CH2:12][CH2:11]1.C(N(CC)CC)C. (3) Given the product [CH2:1]([O:5][CH2:6][CH2:7][O:8][C:9]1[CH:14]=[CH:13][C:12]([C:15]2[CH:16]=[CH:17][C:18]3[N:24]([CH2:50][CH2:56][CH3:57])[CH2:23][CH2:22][C:21]([C:25]([NH:27][C:28]4[CH:33]=[CH:32][C:31]([CH:34]([OH:42])[C:35]5[CH:40]=[CH:39][CH:38]=[CH:37][N+:36]=5[O-:41])=[C:30]([O:43][CH2:44][C:45]([F:48])([F:46])[F:47])[CH:29]=4)=[O:26])=[CH:20][C:19]=3[CH:49]=2)=[CH:11][CH:10]=1)[CH2:2][CH2:3][CH3:4], predict the reactants needed to synthesize it. The reactants are: [CH2:1]([O:5][CH2:6][CH2:7][O:8][C:9]1[CH:14]=[CH:13][C:12]([C:15]2[CH:16]=[CH:17][C:18]3[NH:24][CH2:23][CH2:22][C:21]([C:25]([NH:27][C:28]4[CH:33]=[CH:32][C:31]([CH:34]([OH:42])[C:35]5[CH:40]=[CH:39][CH:38]=[CH:37][N+:36]=5[O-:41])=[C:30]([O:43][CH2:44][C:45]([F:48])([F:47])[F:46])[CH:29]=4)=[O:26])=[CH:20][C:19]=3[CH:49]=2)=[CH:11][CH:10]=1)[CH2:2][CH2:3][CH3:4].[C:50](=O)(O)[O-].[Na+].Cl[CH2:56][CH2:57]Cl. (4) Given the product [S:3]1[C:4]2[CH:10]=[CH:9][CH:8]=[CH:7][C:5]=2[N:6]=[C:2]1[NH:1][C:16]([C:15]1[S:11][C:12]2[CH:22]=[CH:21][CH:20]=[CH:19][C:13]=2[CH:14]=1)=[O:17], predict the reactants needed to synthesize it. The reactants are: [NH2:1][C:2]1[S:3][C:4]2[CH:10]=[CH:9][CH:8]=[CH:7][C:5]=2[N:6]=1.[S:11]1[C:15]([C:16](Cl)=[O:17])=[CH:14][C:13]2[CH:19]=[CH:20][CH:21]=[CH:22][C:12]1=2. (5) Given the product [CH3:22][N:8]1[C:6]2=[N:7][C:2]([N:34]3[CH2:35][CH2:36][N:31]([CH2:23][CH2:24][C:25]4[CH:26]=[CH:27][CH:28]=[CH:29][CH:30]=4)[CH2:32][C:33]3=[O:37])=[CH:3][CH:4]=[C:5]2[C:10]2[CH2:11][N:12]([C:15]([O:17][C:18]([CH3:21])([CH3:20])[CH3:19])=[O:16])[CH2:13][CH2:14][C:9]1=2, predict the reactants needed to synthesize it. The reactants are: Br[C:2]1[N:7]=[C:6]2[N:8]([CH3:22])[C:9]3[CH2:14][CH2:13][N:12]([C:15]([O:17][C:18]([CH3:21])([CH3:20])[CH3:19])=[O:16])[CH2:11][C:10]=3[C:5]2=[CH:4][CH:3]=1.[CH2:23]([N:31]1[CH2:36][CH2:35][NH:34][C:33](=[O:37])[CH2:32]1)[CH2:24][C:25]1[CH:30]=[CH:29][CH:28]=[CH:27][CH:26]=1. (6) Given the product [Cl:1][C:2]1[N:3]=[C:4]([CH3:9])[C:5]([CH:18]=[O:19])=[CH:6][CH:7]=1, predict the reactants needed to synthesize it. The reactants are: [Cl:1][C:2]1[CH:7]=[CH:6][C:5](Br)=[C:4]([CH3:9])[N:3]=1.[Li]CCCC.CN([CH:18]=[O:19])C.